This data is from Catalyst prediction with 721,799 reactions and 888 catalyst types from USPTO. The task is: Predict which catalyst facilitates the given reaction. Reactant: Br[C:2]1[C:10]2[C:6](=[CH:7][N:8]([CH3:11])[N:9]=2)[C:5]([CH3:12])=[CH:4][CH:3]=1.[C:13]([Cu])#[N:14].O. Product: [CH3:11][N:8]1[CH:7]=[C:6]2[C:10]([C:2]([C:13]#[N:14])=[CH:3][CH:4]=[C:5]2[CH3:12])=[N:9]1. The catalyst class is: 37.